From a dataset of Full USPTO retrosynthesis dataset with 1.9M reactions from patents (1976-2016). Predict the reactants needed to synthesize the given product. (1) Given the product [C:18]([O:17][C:16](=[O:22])[NH:15][C:12]1[CH:13]=[CH:14][C:9]([F:8])=[CH:10][C:11]=1[NH:23][C:24]1[N:25]=[C:26]([NH:1][CH:2]2[CH2:7][CH2:6][O:5][CH2:4][CH2:3]2)[C:27]([N+:33]([O-:35])=[O:34])=[CH:28][N:29]=1)([CH3:21])([CH3:19])[CH3:20], predict the reactants needed to synthesize it. The reactants are: [NH2:1][CH:2]1[CH2:7][CH2:6][O:5][CH2:4][CH2:3]1.[F:8][C:9]1[CH:14]=[CH:13][C:12]([NH:15][C:16](=[O:22])[O:17][C:18]([CH3:21])([CH3:20])[CH3:19])=[C:11]([NH:23][C:24]2[N:29]=[C:28](SC#N)[C:27]([N+:33]([O-:35])=[O:34])=[CH:26][N:25]=2)[CH:10]=1.C(N(CC)C(C)C)(C)C. (2) Given the product [C:1]([O:5][C:6](=[O:44])[NH:7][CH2:8][C:9]1[C:14]([C:15]2[CH:20]=[CH:19][C:18]([Cl:21])=[CH:17][C:16]=2[Cl:22])=[CH:13][N:12]2[C:23]([N:26]3[CH2:31][CH2:30][NH:29][CH2:28][CH2:27]3)=[CH:24][N:25]=[C:11]2[CH:10]=1)([CH3:4])([CH3:2])[CH3:3], predict the reactants needed to synthesize it. The reactants are: [C:1]([O:5][C:6](=[O:44])[NH:7][CH2:8][C:9]1[C:14]([C:15]2[CH:20]=[CH:19][C:18]([Cl:21])=[CH:17][C:16]=2[Cl:22])=[CH:13][N:12]2[C:23]([N:26]3[CH2:31][CH2:30][N:29](S(C4C=CC=CC=4[N+]([O-])=O)(=O)=O)[CH2:28][CH2:27]3)=[CH:24][N:25]=[C:11]2[CH:10]=1)([CH3:4])([CH3:3])[CH3:2].O[Li].O.SCC(O)=O.C([O-])(O)=O.[Na+]. (3) Given the product [N:8]1[CH:9]=[C:10]([C:17]#[C:18][C:19]2[CH:20]=[C:21]([CH:52]=[CH:53][C:54]=2[CH3:55])[C:22]([NH:24][C:25]2[CH:30]=[CH:29][C:28]([CH2:31][N:32]3[CH2:37][CH2:36][NH:35][CH2:34][CH2:33]3)=[C:27]([C:48]([F:51])([F:50])[F:49])[CH:26]=2)=[O:23])[N:11]2[C:16]=1[CH:15]=[CH:14][CH:13]=[N:12]2, predict the reactants needed to synthesize it. The reactants are: FC(F)(F)C(O)=O.[N:8]1[CH:9]=[C:10]([C:17]#[C:18][C:19]2[CH:20]=[C:21]([CH:52]=[CH:53][C:54]=2[CH3:55])[C:22]([NH:24][C:25]2[CH:30]=[CH:29][C:28]([CH2:31][N:32]3[CH2:37][CH2:36][N:35](S(C4C=CC(C)=CC=4)(=O)=O)[CH2:34][CH2:33]3)=[C:27]([C:48]([F:51])([F:50])[F:49])[CH:26]=2)=[O:23])[N:11]2[C:16]=1[CH:15]=[CH:14][CH:13]=[N:12]2.S(=O)(=O)(O)O. (4) Given the product [Cl:13][C:3]1[C:2]([B:17]2[O:18][C:19]([CH3:21])([CH3:20])[C:15]([CH3:31])([CH3:14])[O:16]2)=[CH:12][C:6]2[N:7]([CH3:11])[C:8](=[O:10])[O:9][C:5]=2[CH:4]=1, predict the reactants needed to synthesize it. The reactants are: Br[C:2]1[C:3]([Cl:13])=[CH:4][C:5]2[O:9][C:8](=[O:10])[N:7]([CH3:11])[C:6]=2[CH:12]=1.[CH3:14][C:15]1([CH3:31])[C:19]([CH3:21])([CH3:20])[O:18][B:17]([B:17]2[O:18][C:19]([CH3:21])([CH3:20])[C:15]([CH3:31])([CH3:14])[O:16]2)[O:16]1.C([O-])(=O)C.[K+].C(Cl)Cl. (5) Given the product [F:17][C:18]1[CH:19]=[C:20]([F:24])[CH:21]=[CH:22][C:23]=1[C:10]([CH:7]1[CH2:6][CH2:5][N:4]([C:1](=[O:3])[CH3:2])[CH2:9][CH2:8]1)=[O:12], predict the reactants needed to synthesize it. The reactants are: [C:1]([N:4]1[CH2:9][CH2:8][CH:7]([C:10]([OH:12])=O)[CH2:6][CH2:5]1)(=[O:3])[CH3:2].S(Cl)(Cl)=O.[F:17][C:18]1[CH:23]=[CH:22][CH:21]=[C:20]([F:24])[CH:19]=1.[Cl-].[Al+3].[Cl-].[Cl-].Cl. (6) The reactants are: [F:1][C:2]1[N:7]=[C:6]([C:8]2[CH:13]=[CH:12][N:11]=[CH:10][CH:9]=2)[C:5]([OH:14])=[C:4]([CH:15]=O)[CH:3]=1.[Cl:17][C:18]1[CH:19]=[C:20]([CH:22]=[CH:23][C:24]=1[F:25])[NH2:21].[Si]([C:30]#[N:31])(C)(C)C.[Si](OS(C(F)(F)F)(=O)=O)(C)(C)C. Given the product [Cl:17][C:18]1[CH:19]=[C:20]([NH:21][C:15]2[C:4]3[C:5](=[C:6]([C:8]4[CH:13]=[CH:12][N:11]=[CH:10][CH:9]=4)[N:7]=[C:2]([F:1])[CH:3]=3)[O:14][C:30]=2[NH2:31])[CH:22]=[CH:23][C:24]=1[F:25], predict the reactants needed to synthesize it. (7) Given the product [Br:1][C:2]1[N:3]=[C:4]([CH2:7][N:9]2[CH:13]=[C:12]([C:14]([O:16][CH2:17][CH3:18])=[O:15])[CH:11]=[N:10]2)[S:5][CH:6]=1, predict the reactants needed to synthesize it. The reactants are: [Br:1][C:2]1[N:3]=[C:4]([CH2:7]Cl)[S:5][CH:6]=1.[NH:9]1[CH:13]=[C:12]([C:14]([O:16][CH2:17][CH3:18])=[O:15])[CH:11]=[N:10]1.C(=O)([O-])[O-].[K+].[K+].O. (8) The reactants are: [NH2:1][C:2]1[CH:24]=[CH:23][C:5]([O:6][C:7]2[CH:12]=[CH:11][N:10]=[C:9]3[CH:13]=[C:14]([C:16]([N:18]4[CH2:22][CH2:21][CH2:20][CH2:19]4)=[O:17])[S:15][C:8]=23)=[C:4]([F:25])[CH:3]=1.C1C=CC2N(O)N=NC=2C=1.C(Cl)CCl.[O:40]=[C:41]([NH:46][C:47]1[CH:52]=[CH:51][CH:50]=[CH:49][CH:48]=1)[CH2:42][C:43](O)=[O:44]. Given the product [F:25][C:4]1[CH:3]=[C:2]([NH:1][C:43](=[O:44])[CH2:42][C:41]([NH:46][C:47]2[CH:48]=[CH:49][CH:50]=[CH:51][CH:52]=2)=[O:40])[CH:24]=[CH:23][C:5]=1[O:6][C:7]1[CH:12]=[CH:11][N:10]=[C:9]2[CH:13]=[C:14]([C:16]([N:18]3[CH2:19][CH2:20][CH2:21][CH2:22]3)=[O:17])[S:15][C:8]=12, predict the reactants needed to synthesize it. (9) Given the product [C:11]1([C:33]2[CH:38]=[CH:37][CH:36]=[CH:35][CH:34]=2)[CH:12]=[CH:13][C:14]([CH2:17][C@H:18]2[N:22](/[CH:23]=[CH:39]/[C:40]3[CH:45]=[CH:57][CH:56]=[CH:55][CH:41]=3)[C:48](=[O:51])[C:20](=[CH2:21])[CH2:19]2)=[CH:15][CH:16]=1, predict the reactants needed to synthesize it. The reactants are: [Li+].C[Si]([N-][Si](C)(C)C)(C)C.[C:11]1([C:33]2[CH:38]=[CH:37][CH:36]=[CH:35][CH:34]=2)[CH:16]=[CH:15][C:14]([CH2:17][C@H:18]2[N:22]([CH2:23]C3C=CC(OC)=CC=3)[C:21](=O)[CH2:20][CH2:19]2)=[CH:13][CH:12]=1.[CH3:39][C:40]([CH3:45])(C)[C:41](Cl)=O.C=O.[C:48]([O-:51])([O-])=O.[K+].[K+].O1C[CH2:57][CH2:56][CH2:55]1. (10) Given the product [CH3:8][N:9]1[CH:13]=[C:12]([C:14]2[N:19]=[C:18]([C:20]3[CH:24]=[CH:23][N:22]([C:25]4([CH2:29][C:30]#[N:31])[CH2:28][N:27]([CH2:3][C:2]([F:7])([F:6])[F:1])[CH2:26]4)[CH:21]=3)[N:17]3[CH:32]=[CH:33][N:34]=[C:16]3[CH:15]=2)[CH:11]=[N:10]1, predict the reactants needed to synthesize it. The reactants are: [F:1][C:2]([F:7])([F:6])[C:3](O)=O.[CH3:8][N:9]1[CH:13]=[C:12]([C:14]2[N:19]=[C:18]([C:20]3[CH:24]=[CH:23][N:22]([C:25]4([CH2:29][C:30]#[N:31])[CH2:28][NH:27][CH2:26]4)[CH:21]=3)[N:17]3[CH:32]=[CH:33][N:34]=[C:16]3[CH:15]=2)[CH:11]=[N:10]1.CCN(C(C)C)C(C)C.FC(F)(F)S(OCC(F)(F)F)(=O)=O.